From a dataset of Reaction yield outcomes from USPTO patents with 853,638 reactions. Predict the reaction yield, written as a fraction of the theoretical maximum amount of product (1.0 means a 100% yield; for example, 0.34 means a 34% yield). (1) The reactants are C([O:8][C:9]1[CH:14]=[CH:13][C:12](/[CH:15]=[C:16](\[O:20][CH2:21][CH3:22])/[C:17]([O-:19])=[O:18])=[CH:11][CH:10]=1)C1C=CC=CC=1.CO[C:25](C)(C)[CH3:26]. The catalyst is [Pd]. The product is [CH2:25]([O:19][C:17](=[O:18])[CH:16]([O:20][CH2:21][CH3:22])[CH2:15][C:12]1[CH:11]=[CH:10][C:9]([OH:8])=[CH:14][CH:13]=1)[CH3:26]. The yield is 0.990. (2) The reactants are Br[C:2]1[CH:7]=[CH:6][C:5]([CH2:8][C:9]([O:11][CH3:12])=[O:10])=[C:4]([Cl:13])[CH:3]=1.[CH3:14][C:15]1[S:16][CH:17]=[CH:18][N:19]=1.C(O[K])(C)=O. The catalyst is CC(N(C)C)=O.C1C=CC([P]([Pd]([P](C2C=CC=CC=2)(C2C=CC=CC=2)C2C=CC=CC=2)([P](C2C=CC=CC=2)(C2C=CC=CC=2)C2C=CC=CC=2)[P](C2C=CC=CC=2)(C2C=CC=CC=2)C2C=CC=CC=2)(C2C=CC=CC=2)C2C=CC=CC=2)=CC=1. The product is [Cl:13][C:4]1[CH:3]=[C:2]([C:17]2[S:16][C:15]([CH3:14])=[N:19][CH:18]=2)[CH:7]=[CH:6][C:5]=1[CH2:8][C:9]([O:11][CH3:12])=[O:10]. The yield is 0.800.